Dataset: Catalyst prediction with 721,799 reactions and 888 catalyst types from USPTO. Task: Predict which catalyst facilitates the given reaction. Reactant: [F:1][C:2]([F:26])([F:25])[CH2:3][N:4]1[C:8]([C:9]2[S:10][C:11]3[CH2:12][CH2:13][O:14][C:15]4[CH:22]=[C:21](NC)[CH:20]=[CH:19][C:16]=4[C:17]=3[N:18]=2)=[N:7][CH:6]=[N:5]1.[CH:27]([N:30](C(C)C)CC)(C)C.[NH:36]1[CH:40]=[C:39]([C:41]([OH:43])=O)[CH:38]=[N:37]1.F[P-](F)(F)(F)(F)F.N1(OC(N(C)C)=[N+](C)C)C2N=CC=CC=2N=N1. Product: [F:1][C:2]([F:26])([F:25])[CH2:3][N:4]1[C:8]([C:9]2[S:10][C:11]3[CH2:12][CH2:13][O:14][C:15]4[CH:22]=[C:21]([CH2:27][NH:30][C:41]([C:39]5[CH:38]=[N:37][NH:36][CH:40]=5)=[O:43])[CH:20]=[CH:19][C:16]=4[C:17]=3[N:18]=2)=[N:7][CH:6]=[N:5]1. The catalyst class is: 7.